Task: Predict which catalyst facilitates the given reaction.. Dataset: Catalyst prediction with 721,799 reactions and 888 catalyst types from USPTO (1) Reactant: [N+:1]([C:4]1[CH:5]=[CH:6][CH:7]=[C:8]2[C:13]=1[CH:12]=[C:11]([C:14]([NH2:16])=[O:15])[CH:10]=[CH:9]2)([O-])=O. Product: [NH2:1][C:4]1[CH:5]=[CH:6][CH:7]=[C:8]2[C:13]=1[CH:12]=[C:11]([C:14]([NH2:16])=[O:15])[CH:10]=[CH:9]2. The catalyst class is: 19. (2) Reactant: [Br:1][C:2]1[CH:17]=[CH:16][C:5]2[N:6]=[C:7]([O:9][CH:10]3[CH2:15][CH2:14][NH:13][CH2:12][CH2:11]3)[S:8][C:4]=2[CH:3]=1.Cl[C:19]1[N:24]=[CH:23][C:22]([CH2:25][CH2:26][CH3:27])=[CH:21][N:20]=1.C(=O)([O-])[O-].[K+].[K+]. Product: [Br:1][C:2]1[CH:17]=[CH:16][C:5]2[N:6]=[C:7]([O:9][CH:10]3[CH2:11][CH2:12][N:13]([C:19]4[N:24]=[CH:23][C:22]([CH2:25][CH2:26][CH3:27])=[CH:21][N:20]=4)[CH2:14][CH2:15]3)[S:8][C:4]=2[CH:3]=1. The catalyst class is: 18. (3) Reactant: [C:1]([C:5]1[CH:6]=[C:7]2[C:12](=[C:13]([F:15])[CH:14]=1)[C:11](=[O:16])[N:10]([C:17]1[C:22]3[CH2:23][C:24](=[O:33])[CH2:25][C:26]4[NH:27][C:28](=[O:32])[CH:29]=[CH:30][C:31]=4[C:21]=3[CH:20]=[CH:19][CH:18]=1)[N:9]=[CH:8]2)([CH3:4])([CH3:3])[CH3:2].CO.[BH4-].[Na+].[NH4+].[Cl-]. Product: [C:1]([C:5]1[CH:6]=[C:7]2[C:12](=[C:13]([F:15])[CH:14]=1)[C:11](=[O:16])[N:10]([C:17]1[C:22]3[CH2:23][CH:24]([OH:33])[CH2:25][C:26]4[NH:27][C:28](=[O:32])[CH:29]=[CH:30][C:31]=4[C:21]=3[CH:20]=[CH:19][CH:18]=1)[N:9]=[CH:8]2)([CH3:4])([CH3:2])[CH3:3]. The catalyst class is: 229.